The task is: Predict which catalyst facilitates the given reaction.. This data is from Catalyst prediction with 721,799 reactions and 888 catalyst types from USPTO. (1) Reactant: [H-].[Na+].[Cl:3][C:4]1[CH:5]=[CH:6][C:7]([NH:10][CH3:11])=[N:8][CH:9]=1.Br[CH2:13][C:14]1[CH:23]=[CH:22][C:21]([Cl:24])=[CH:20][C:15]=1[C:16]([O:18][CH3:19])=[O:17].O. Product: [Cl:24][C:21]1[CH:22]=[CH:23][C:14]([CH2:13][N:10]([C:7]2[CH:6]=[CH:5][C:4]([Cl:3])=[CH:9][N:8]=2)[CH3:11])=[C:15]([CH:20]=1)[C:16]([O:18][CH3:19])=[O:17]. The catalyst class is: 7. (2) Reactant: [Si:1]([O:8][C@H:9]1[CH2:14][CH2:13][C@@:12]([C@H:16]2[CH2:24][CH2:23][C@@:22]3([CH3:25])[C@@H:18]([CH2:19][CH2:20][C:21]3=O)[C@@H:17]2[CH2:27][NH:28][C:29](=[O:35])[O:30][C:31]([CH3:34])([CH3:33])[CH3:32])([CH3:15])[C@@H:11]([CH2:36][O:37][Si:38]([C:41]([CH3:44])([CH3:43])[CH3:42])([CH3:40])[CH3:39])[CH2:10]1)([C:4]([CH3:7])([CH3:6])[CH3:5])([CH3:3])[CH3:2].Cl.[NH2:46][OH:47].CC([O-])=O.[Na+]. Product: [Si:1]([O:8][C@H:9]1[CH2:14][CH2:13][C@@:12]([C@H:16]2[CH2:24][CH2:23][C@@:22]3([CH3:25])[C@@H:18]([CH2:19][CH2:20]/[C:21]/3=[N:46]\[OH:47])[C@@H:17]2[CH2:27][NH:28][C:29](=[O:35])[O:30][C:31]([CH3:32])([CH3:33])[CH3:34])([CH3:15])[C@@H:11]([CH2:36][O:37][Si:38]([C:41]([CH3:44])([CH3:43])[CH3:42])([CH3:39])[CH3:40])[CH2:10]1)([C:4]([CH3:5])([CH3:6])[CH3:7])([CH3:3])[CH3:2]. The catalyst class is: 14. (3) Reactant: [CH:1]1([C:4]2[O:8][N:7]=[C:6]([C:9]([OH:11])=O)[CH:5]=2)[CH2:3][CH2:2]1.C(N(CC)CC)C.[Cl:19][C:20]1[C:28]2[C:23](=[CH:24][CH:25]=[CH:26][CH:27]=2)[N:22]([C:29]2[CH:48]=[CH:47][C:32]([CH2:33][NH:34][C:35]([C:37]3([NH:40]C(=O)C(F)(F)F)[CH2:39][CH2:38]3)=[O:36])=[C:31](F)[CH:30]=2)[C:21]=1[C:50]1[N:51]=[N:52][N:53]([CH3:55])[N:54]=1.CN(C(ON1N=NC2C=CC=NC1=2)=[N+](C)C)C.F[P-](F)(F)(F)(F)F. Product: [Cl:19][C:20]1[C:28]2[C:23](=[CH:24][CH:25]=[CH:26][CH:27]=2)[N:22]([C:29]2[CH:48]=[CH:47][C:32]([CH2:33][NH:34][C:35]([C:37]3([NH:40][C:9]([C:6]4[CH:5]=[C:4]([CH:1]5[CH2:2][CH2:3]5)[O:8][N:7]=4)=[O:11])[CH2:39][CH2:38]3)=[O:36])=[CH:31][CH:30]=2)[C:21]=1[C:50]1[N:51]=[N:52][N:53]([CH3:55])[N:54]=1. The catalyst class is: 9. (4) Reactant: [Cl:1][C:2]1[S:14][C:5]2=[CH:6][C:7]3[NH:8][CH2:9][CH2:10][O:11][C:12]=3[CH:13]=[C:4]2[N:3]=1.C=O.[C:17](O[BH-](OC(=O)C)OC(=O)C)(=O)C.[Na+]. Product: [Cl:1][C:2]1[S:14][C:5]2=[CH:6][C:7]3[N:8]([CH3:17])[CH2:9][CH2:10][O:11][C:12]=3[CH:13]=[C:4]2[N:3]=1. The catalyst class is: 68. (5) Reactant: [C:1]([N:8]1[CH2:13][CH2:12][NH:11][CH2:10][CH2:9]1)([O:3][C:4]([CH3:7])([CH3:6])[CH3:5])=[O:2].[N+:14]([C:17]1[CH:18]=[C:19]2[C:23](=[CH:24][CH:25]=1)[CH2:22][CH:21]=[CH:20]2)([O-])=O. Product: [NH2:14][C:17]1[CH:18]=[C:19]2[C:23](=[CH:24][CH:25]=1)[CH2:22][CH:21]([N:11]1[CH2:10][CH2:9][N:8]([C:1]([O:3][C:4]([CH3:7])([CH3:6])[CH3:5])=[O:2])[CH2:13][CH2:12]1)[CH2:20]2. The catalyst class is: 19.